From a dataset of Forward reaction prediction with 1.9M reactions from USPTO patents (1976-2016). Predict the product of the given reaction. (1) The product is: [Br:1][C:2]1[CH:15]=[CH:14][C:13]2[CH:12]([OH:16])[C:11]3[C:6](=[CH:7][CH:8]=[CH:9][CH:10]=3)[CH:5]([OH:17])[C:4]=2[CH:3]=1. Given the reactants [Br:1][C:2]1[CH:15]=[CH:14][C:13]2[C:12](=[O:16])[C:11]3[C:6](=[CH:7][CH:8]=[CH:9][CH:10]=3)[C:5](=[O:17])[C:4]=2[CH:3]=1.C1([Li])C=CC=CC=1, predict the reaction product. (2) Given the reactants [CH3:1][S:2]([C:5]1[CH:10]=[CH:9][C:8]([C:11]2[CH:16]=[CH:15][C:14]([O:17][CH2:18][CH:19]3[CH2:24][CH2:23][N:22]([C:25]([C:27]4([C:32]([F:35])([F:34])[F:33])[CH2:31][CH2:30][CH2:29][CH2:28]4)=O)[CH2:21][CH2:20]3)=[CH:13][CH:12]=2)=[CH:7][CH:6]=1)(=[O:4])=[O:3].[H-].[H-].[H-].[H-].[Li+].[Al+3].O, predict the reaction product. The product is: [CH3:1][S:2]([C:5]1[CH:10]=[CH:9][C:8]([C:11]2[CH:12]=[CH:13][C:14]([O:17][CH2:18][CH:19]3[CH2:20][CH2:21][N:22]([CH2:25][C:27]4([C:32]([F:34])([F:35])[F:33])[CH2:28][CH2:29][CH2:30][CH2:31]4)[CH2:23][CH2:24]3)=[CH:15][CH:16]=2)=[CH:7][CH:6]=1)(=[O:4])=[O:3]. (3) Given the reactants Br[C:2]1[CH:3]=[C:4]([OH:21])[C:5]([C:12]([NH:14][CH2:15][C:16]([O:18]CC)=[O:17])=[O:13])=[C:6]2[C:11]=1[N:10]=[CH:9][CH:8]=[N:7]2.[S:22]1[CH:26]=[CH:25][CH:24]=[C:23]1B(O)O.C(=O)([O-])[O-].[K+].[K+].[OH-].[Na+], predict the reaction product. The product is: [OH:21][C:4]1[C:5]([C:12]([NH:14][CH2:15][C:16]([OH:18])=[O:17])=[O:13])=[C:6]2[C:11](=[C:2]([C:23]3[S:22][CH:26]=[CH:25][CH:24]=3)[CH:3]=1)[N:10]=[CH:9][CH:8]=[N:7]2. (4) Given the reactants Br[C:2]1[CH:7]=[CH:6][C:5]([Br:8])=[CH:4][N:3]=1.C([Li])CCC.[CH3:14][C:15]([CH3:17])=[O:16].[Cl-].[NH4+], predict the reaction product. The product is: [Br:8][C:5]1[CH:6]=[CH:7][C:2]([C:15]([OH:16])([CH3:17])[CH3:14])=[N:3][CH:4]=1.